This data is from Forward reaction prediction with 1.9M reactions from USPTO patents (1976-2016). The task is: Predict the product of the given reaction. (1) Given the reactants [C:1]([C:5]1[CH:6]=[C:7]([NH:17][C:18](=O)[O:19]CC(Cl)(Cl)Cl)[N:8]([C:10]2[CH:15]=[CH:14][C:13]([CH3:16])=[CH:12][CH:11]=2)[N:9]=1)([CH3:4])([CH3:3])[CH3:2].[C:26]([O:30][C:31]([N:33]1[CH2:38][CH2:37][CH:36]([NH:39][C:40]2[CH:45]=[CH:44][C:43]([NH2:46])=[CH:42][N:41]=2)[CH2:35][CH2:34]1)=[O:32])([CH3:29])([CH3:28])[CH3:27].C(=O)([O-])[O-].[K+].[K+], predict the reaction product. The product is: [C:26]([O:30][C:31]([N:33]1[CH2:34][CH2:35][CH:36]([NH:39][C:40]2[CH:45]=[CH:44][C:43]([NH:46][C:18]([NH:17][C:7]3[N:8]([C:10]4[CH:15]=[CH:14][C:13]([CH3:16])=[CH:12][CH:11]=4)[N:9]=[C:5]([C:1]([CH3:4])([CH3:3])[CH3:2])[CH:6]=3)=[O:19])=[CH:42][N:41]=2)[CH2:37][CH2:38]1)=[O:32])([CH3:29])([CH3:27])[CH3:28]. (2) Given the reactants [NH2:1][C@H:2]1[CH2:11][CH2:10][C:9]2[C:8]([S:12]([N:15]3[CH2:24][CH2:23][C:22]4[C:17](=[CH:18][C:19]([C:25]#[N:26])=[CH:20][CH:21]=4)[CH2:16]3)(=[O:14])=[O:13])=[CH:7][CH:6]=[C:5]([O:27][CH3:28])[C:4]=2[CH2:3]1.Br[CH2:30][CH2:31][CH2:32][CH2:33]Br.CCN(C(C)C)C(C)C.[I-].[K+].CN1CCCC1, predict the reaction product. The product is: [CH3:28][O:27][C:5]1[C:4]2[CH2:3][C@@H:2]([N:1]3[CH2:33][CH2:32][CH2:31][CH2:30]3)[CH2:11][CH2:10][C:9]=2[C:8]([S:12]([N:15]2[CH2:24][CH2:23][C:22]3[C:17](=[CH:18][C:19]([C:25]#[N:26])=[CH:20][CH:21]=3)[CH2:16]2)(=[O:14])=[O:13])=[CH:7][CH:6]=1. (3) Given the reactants [Cl:1][C:2]1[CH:3]=[C:4]([CH:9]=[C:10]([O:13]C)[C:11]=1[Cl:12])[C:5]([O:7]C)=[O:6].B(Br)(Br)Br.O, predict the reaction product. The product is: [Cl:1][C:2]1[CH:3]=[C:4]([CH:9]=[C:10]([OH:13])[C:11]=1[Cl:12])[C:5]([OH:7])=[O:6]. (4) Given the reactants [C:1]([NH:4][C:5]1[S:6][C:7]([C:11]2[S:15][C:14]([S:16](Cl)(=[O:18])=[O:17])=[CH:13][CH:12]=2)=[C:8]([CH3:10])[N:9]=1)(=[O:3])[CH3:2].[OH:20][CH:21]1[CH2:26][CH2:25][NH:24][CH2:23][CH2:22]1.CCN(C(C)C)C(C)C, predict the reaction product. The product is: [OH:20][CH:21]1[CH2:26][CH2:25][N:24]([S:16]([C:14]2[S:15][C:11]([C:7]3[S:6][C:5]([NH:4][C:1](=[O:3])[CH3:2])=[N:9][C:8]=3[CH3:10])=[CH:12][CH:13]=2)(=[O:18])=[O:17])[CH2:23][CH2:22]1. (5) Given the reactants [C:1]([O:5][C:6](=[O:19])/[CH:7]=[CH:8]/[C:9]1[CH:14]=[CH:13][C:12]([N+:15]([O-])=O)=[C:11]([F:18])[CH:10]=1)([CH3:4])([CH3:3])[CH3:2], predict the reaction product. The product is: [C:1]([O:5][C:6](=[O:19])[CH2:7][CH2:8][C:9]1[CH:14]=[CH:13][C:12]([NH2:15])=[C:11]([F:18])[CH:10]=1)([CH3:4])([CH3:2])[CH3:3]. (6) Given the reactants [F:1][C:2]1[C:11]2[C:6](=[CH:7][CH:8]=[CH:9][CH:10]=2)[CH:5]=[CH:4][CH:3]=1.C=O.P(=O)(O)(O)O.[ClH:19].[C:20](O)(=O)C, predict the reaction product. The product is: [Cl:19][CH2:20][C:5]1[C:6]2[C:11](=[CH:10][CH:9]=[CH:8][CH:7]=2)[C:2]([F:1])=[CH:3][CH:4]=1.